This data is from Forward reaction prediction with 1.9M reactions from USPTO patents (1976-2016). The task is: Predict the product of the given reaction. (1) Given the reactants [C:1]([O:5][C:6](=[O:19])[NH:7][C@@H:8]([CH2:17][OH:18])[CH2:9][C:10]1[CH:15]=[CH:14][CH:13]=[C:12]([I:16])[CH:11]=1)([CH3:4])([CH3:3])[CH3:2], predict the reaction product. The product is: [C:1]([O:5][C:6](=[O:19])[NH:7][C@@H:8]([CH:17]=[O:18])[CH2:9][C:10]1[CH:15]=[CH:14][CH:13]=[C:12]([I:16])[CH:11]=1)([CH3:2])([CH3:4])[CH3:3]. (2) Given the reactants [C:1](Cl)(=[O:7])[CH2:2][CH2:3][C:4](Cl)=[O:5].[Cl-].[Al+3].[Cl-].[Cl-].[S:13]1[CH:17]=[CH:16][CH:15]=[CH:14]1.Cl, predict the reaction product. The product is: [S:13]1[CH:17]=[CH:16][CH:15]=[C:14]1[C:1](=[O:7])[CH2:2][CH2:3][C:4]([C:14]1[S:13][CH:17]=[CH:16][CH:15]=1)=[O:5]. (3) Given the reactants [H-].C([Al+]CC(C)C)C(C)C.[CH2:11]1[CH2:15][O:14][CH2:13][CH2:12]1.[F:16][CH2:17][CH2:18][N:19]([C:21]1C=CC(C#N)=[CH:23][CH:22]=1)[CH3:20].Cl, predict the reaction product. The product is: [F:16][CH2:17][CH2:18][N:19]([C:21]1[CH:13]=[CH:12][C:11]([CH:15]=[O:14])=[CH:23][CH:22]=1)[CH3:20]. (4) The product is: [Br:21][C:9]1[N:5]([CH2:4][C:3]2[CH:16]=[C:17]([Cl:20])[CH:18]=[CH:19][C:2]=2[Cl:1])[C:6]([C:10]2[CH:11]=[N:12][CH:13]=[CH:14][CH:15]=2)=[N:7][CH:8]=1. Given the reactants [Cl:1][C:2]1[CH:19]=[CH:18][C:17]([Cl:20])=[CH:16][C:3]=1[CH2:4][N:5]1[CH:9]=[CH:8][N:7]=[C:6]1[C:10]1[CH:11]=[N:12][CH:13]=[CH:14][CH:15]=1.[Br:21]N1C(=O)CCC1=O.O, predict the reaction product. (5) Given the reactants C([O:5][C:6](=[O:18])[CH2:7][NH:8][C:9](=[O:17])[C:10]1[CH:15]=[CH:14][C:13]([OH:16])=[CH:12][CH:11]=1)(C)(C)C.[O:19]1[C:23]2[CH:24]=[CH:25][C:26]([CH2:28][CH2:29]O)=[CH:27][C:22]=2[O:21][CH2:20]1, predict the reaction product. The product is: [O:19]1[C:23]2[CH:24]=[CH:25][C:26]([CH2:28][CH2:29][O:16][C:13]3[CH:12]=[CH:11][C:10]([C:9]([NH:8][CH2:7][C:6]([OH:5])=[O:18])=[O:17])=[CH:15][CH:14]=3)=[CH:27][C:22]=2[O:21][CH2:20]1.